From a dataset of Catalyst prediction with 721,799 reactions and 888 catalyst types from USPTO. Predict which catalyst facilitates the given reaction. (1) Reactant: [ClH:1].Cl.[NH2:3][CH:4]1[CH2:9][CH2:8][N:7]([CH2:10][CH2:11][N:12]2[C:21]3[C:16](=[N:17][CH:18]=[C:19]([O:22][CH3:23])[CH:20]=3)[CH:15]=[CH:14][C:13]2=[O:24])[CH2:6][CH2:5]1.C(N(CC)CC)C.[O:32]1[C:37]2=[CH:38][N:39]=[C:40]([CH:42]=O)[CH:41]=[C:36]2[CH2:35][CH2:34][CH2:33]1.[BH-](OC(C)=O)(OC(C)=O)OC(C)=O.[Na+].C([O-])(O)=O.[Na+]. Product: [ClH:1].[O:32]1[C:37]2=[CH:38][N:39]=[C:40]([CH2:42][NH:3][CH:4]3[CH2:5][CH2:6][N:7]([CH2:10][CH2:11][N:12]4[C:21]5[C:16](=[N:17][CH:18]=[C:19]([O:22][CH3:23])[CH:20]=5)[CH:15]=[CH:14][C:13]4=[O:24])[CH2:8][CH2:9]3)[CH:41]=[C:36]2[CH2:35][CH2:34][CH2:33]1. The catalyst class is: 147. (2) Reactant: [CH2:1]([O:8][C:9]1[C:13]([O:14][CH2:15][C:16]2[CH:21]=[CH:20][CH:19]=[CH:18][CH:17]=2)=[C:12]([C:22](=[O:26])[N:23]([CH3:25])[CH3:24])[N:11]([C:27]2[CH:32]=[CH:31][C:30]([O:33]CC3C=CC(OC)=CC=3)=[CH:29][CH:28]=2)[C:10]=1[C:43]([O:45][CH2:46][CH3:47])=[O:44])[C:2]1[CH:7]=[CH:6][CH:5]=[CH:4][CH:3]=1.COC1C=CC(COC2C=CC(N)=CC=2)=CC=1. Product: [CH2:1]([O:8][C:9]1[C:13]([O:14][CH2:15][C:16]2[CH:21]=[CH:20][CH:19]=[CH:18][CH:17]=2)=[C:12]([C:22](=[O:26])[N:23]([CH3:25])[CH3:24])[N:11]([C:27]2[CH:32]=[CH:31][C:30]([OH:33])=[CH:29][CH:28]=2)[C:10]=1[C:43]([O:45][CH2:46][CH3:47])=[O:44])[C:2]1[CH:7]=[CH:6][CH:5]=[CH:4][CH:3]=1. The catalyst class is: 52. (3) Reactant: [NH2:1][CH2:2][C:3]1[CH:8]=[CH:7][C:6]([C:9]2[CH2:13][C:12]([C:18]3[CH:23]=[C:22]([C:24]([F:27])([F:26])[F:25])[CH:21]=[C:20]([Br:28])[CH:19]=3)([C:14]([F:17])([F:16])[F:15])[O:11][N:10]=2)=[CH:5][C:4]=1[Cl:29].[CH3:30][S:31]([CH2:34][C:35](O)=[O:36])(=[O:33])=[O:32].Cl.CN(C)CCCN=C=NCC.C(=O)([O-])O.[Na+]. Product: [Br:28][C:20]1[CH:19]=[C:18]([C:12]2([C:14]([F:15])([F:16])[F:17])[O:11][N:10]=[C:9]([C:6]3[CH:7]=[CH:8][C:3]([CH2:2][NH:1][C:35](=[O:36])[CH2:34][S:31]([CH3:30])(=[O:33])=[O:32])=[C:4]([Cl:29])[CH:5]=3)[CH2:13]2)[CH:23]=[C:22]([C:24]([F:27])([F:26])[F:25])[CH:21]=1. The catalyst class is: 526. (4) Reactant: [Cl:1][C:2]1[N:10]=[C:9]2[C:5]([NH:6][CH:7]=[N:8]2)=[C:4]([Cl:11])[N:3]=1.[H-].[Na+].[CH3:14][Si:15]([CH2:18][CH2:19][O:20][CH2:21]Cl)([CH3:17])[CH3:16]. Product: [Cl:1][C:2]1[N:10]=[C:9]2[C:5]([N:6]=[CH:7][N:8]2[CH2:21][O:20][CH2:19][CH2:18][Si:15]([CH3:17])([CH3:16])[CH3:14])=[C:4]([Cl:11])[N:3]=1. The catalyst class is: 3. (5) Reactant: [N:1]1[CH:6]=[CH:5][CH:4]=[CH:3][C:2]=1[C:7]([O:9]C)=O.O.[NH2:12][NH2:13]. Product: [N:1]1[CH:6]=[CH:5][CH:4]=[CH:3][C:2]=1[C:7]([NH:12][NH2:13])=[O:9]. The catalyst class is: 8.